This data is from Catalyst prediction with 721,799 reactions and 888 catalyst types from USPTO. The task is: Predict which catalyst facilitates the given reaction. (1) Reactant: [F:1][CH:2]([F:27])[C:3]1[CH:4]=[CH:5][C:6]([F:26])=[C:7]([C:9]2[CH:14]=[CH:13][C:12]([C:15](OC)=[O:16])=[CH:11][C:10]=2[CH:19]2[CH2:23][CH2:22][CH2:21][C:20]2([CH3:25])[CH3:24])[CH:8]=1.[H-].[H-].[H-].[H-].[Li+].[Al+3].[OH-].[Na+]. Product: [F:27][CH:2]([F:1])[C:3]1[CH:4]=[CH:5][C:6]([F:26])=[C:7]([C:9]2[CH:14]=[CH:13][C:12]([CH2:15][OH:16])=[CH:11][C:10]=2[CH:19]2[CH2:23][CH2:22][CH2:21][C:20]2([CH3:24])[CH3:25])[CH:8]=1. The catalyst class is: 1. (2) Reactant: [CH3:1][C:2]([CH3:20])([CH3:19])[CH2:3][CH2:4][NH:5][CH:6]1[CH2:11][CH2:10][N:9](C([O:14][C:15]([CH3:18])(C)C)=O)[CH2:8][CH2:7]1.[F:21][C:22]1[CH:23]=[CH:24][C:25]([C:30]([F:33])([F:32])[F:31])=[C:26]([CH:29]=1)[CH:27]=[O:28].CO.[C:36]([O:39]CC)(=[O:38])[CH3:37]. Product: [C:15]([OH:14])(=[O:28])/[CH:18]=[CH:37]/[C:36]([OH:39])=[O:38].[CH3:20][C:2]([CH3:1])([CH3:19])[CH2:3][CH2:4][N:5]([CH2:27][C:26]1[CH:29]=[C:22]([F:21])[CH:23]=[CH:24][C:25]=1[C:30]([F:32])([F:31])[F:33])[CH:6]1[CH2:7][CH2:8][NH:9][CH2:10][CH2:11]1. The catalyst class is: 244. (3) Reactant: CC(C)([O-])C.[K+].[Br:7][C:8]1[CH:13]=[CH:12][C:11]([NH:14][NH2:15])=[C:10]([CH3:16])[CH:9]=1.[C:17](OCC)(=[O:20])[C:18]#[CH:19]. Product: [Br:7][C:8]1[CH:13]=[CH:12][C:11]([N:14]2[CH:19]=[CH:18][C:17]([OH:20])=[N:15]2)=[C:10]([CH3:16])[CH:9]=1. The catalyst class is: 6.